From a dataset of Reaction yield outcomes from USPTO patents with 853,638 reactions. Predict the reaction yield, written as a fraction of the theoretical maximum amount of product (1.0 means a 100% yield; for example, 0.34 means a 34% yield). (1) The reactants are [CH2:1]([O:3][C:4]1[N:9]=[CH:8][N:7]=[C:6]2[NH:10][N:11]=[C:12]([I:13])[C:5]=12)[CH3:2].[H-].[Na+].[C:16](Cl)([C:29]1[CH:34]=[CH:33][CH:32]=[CH:31][CH:30]=1)([C:23]1[CH:28]=[CH:27][CH:26]=[CH:25][CH:24]=1)[C:17]1[CH:22]=[CH:21][CH:20]=[CH:19][CH:18]=1. The catalyst is CN(C=O)C. The product is [CH2:1]([O:3][C:4]1[N:9]=[CH:8][N:7]=[C:6]2[N:10]([C:16]([C:17]3[CH:22]=[CH:21][CH:20]=[CH:19][CH:18]=3)([C:29]3[CH:30]=[CH:31][CH:32]=[CH:33][CH:34]=3)[C:23]3[CH:24]=[CH:25][CH:26]=[CH:27][CH:28]=3)[N:11]=[C:12]([I:13])[C:5]=12)[CH3:2]. The yield is 0.230. (2) The reactants are Br[C:2]1[CH:3]=[CH:4][C:5]([N+:8]([O-:10])=[O:9])=[N:6][CH:7]=1.C([O-])([O-])=O.[K+].[K+].[N:17]1([C:23]([O:25][C:26]([CH3:29])([CH3:28])[CH3:27])=[O:24])[CH2:22][CH2:21][NH:20][CH2:19][CH2:18]1.O. The catalyst is CS(C)=O. The product is [N+:8]([C:5]1[N:6]=[CH:7][C:2]([N:20]2[CH2:19][CH2:18][N:17]([C:23]([O:25][C:26]([CH3:29])([CH3:28])[CH3:27])=[O:24])[CH2:22][CH2:21]2)=[CH:3][CH:4]=1)([O-:10])=[O:9]. The yield is 0.370. (3) The reactants are [CH3:1][O:2][C:3]1[CH:8]=[CH:7][C:6]([CH2:9][C:10]([OH:12])=O)=[CH:5][C:4]=1[N+:13]([O-:15])=[O:14].C(N1C=CN=C1)(N1C=CN=C1)=O.[Cl-].[Mg+2].[Cl-].[K].[C:32]([O:38][CH2:39][CH3:40])(=[O:37])[CH2:33]C([O-])=O. The catalyst is O1CCCC1.C(OCC)(=O)C. The product is [CH3:1][O:2][C:3]1[CH:8]=[CH:7][C:6]([CH2:9][C:10](=[O:12])[CH2:33][C:32]([O:38][CH2:39][CH3:40])=[O:37])=[CH:5][C:4]=1[N+:13]([O-:15])=[O:14]. The yield is 0.730. (4) The reactants are [OH-].[Na+].[CH3:3][N:4]([CH3:27])[CH:5]1[CH2:10][CH2:9][N:8]([C:11](=[O:26])[CH2:12][CH2:13][C:14]2[N:15]([CH2:19][CH2:20][C:21]([O:23]CC)=[O:22])[CH:16]=[CH:17][N:18]=2)[CH2:7][CH2:6]1.Cl. The catalyst is C(O)C. The product is [CH3:27][N:4]([CH3:3])[CH:5]1[CH2:10][CH2:9][N:8]([C:11](=[O:26])[CH2:12][CH2:13][C:14]2[N:15]([CH2:19][CH2:20][C:21]([OH:23])=[O:22])[CH:16]=[CH:17][N:18]=2)[CH2:7][CH2:6]1. The yield is 0.950. (5) The reactants are [CH3:1][C:2]1[C:10]2[C:5](=[CH:6][CH:7]=[C:8]([N+:11]([O-:13])=[O:12])[CH:9]=2)[NH:4][N:3]=1.[H-].[Na+].[CH2:16](I)[CH3:17]. The catalyst is CN(C=O)C. The product is [CH2:16]([N:4]1[C:5]2[C:10](=[CH:9][C:8]([N+:11]([O-:13])=[O:12])=[CH:7][CH:6]=2)[C:2]([CH3:1])=[N:3]1)[CH3:17]. The yield is 0.670.